From a dataset of Peptide-MHC class I binding affinity with 185,985 pairs from IEDB/IMGT. Regression. Given a peptide amino acid sequence and an MHC pseudo amino acid sequence, predict their binding affinity value. This is MHC class I binding data. (1) The peptide sequence is TSDYINTSL. The MHC is HLA-B18:01 with pseudo-sequence HLA-B18:01. The binding affinity (normalized) is 0.0847. (2) The peptide sequence is KYLFSPNML. The MHC is HLA-B27:05 with pseudo-sequence HLA-B27:05. The binding affinity (normalized) is 0.0847.